This data is from Ames mutagenicity test results for genotoxicity prediction. The task is: Regression/Classification. Given a drug SMILES string, predict its toxicity properties. Task type varies by dataset: regression for continuous values (e.g., LD50, hERG inhibition percentage) or binary classification for toxic/non-toxic outcomes (e.g., AMES mutagenicity, cardiotoxicity, hepatotoxicity). Dataset: ames. (1) The drug is CCCC(=O)Nc1snc2ccc(Cl)cc12. The result is 0 (non-mutagenic). (2) The compound is CCN(N=O)C(N)=O. The result is 1 (mutagenic). (3) The result is 0 (non-mutagenic). The molecule is C=CC1(C)CC(O)C2(C)C(CCC3C4(C)CCCC32OC4=O)C1. (4) The result is 1 (mutagenic). The drug is O=[N+]([O-])c1c2ccccc2cc2ccccc12.